Dataset: Catalyst prediction with 721,799 reactions and 888 catalyst types from USPTO. Task: Predict which catalyst facilitates the given reaction. (1) Reactant: [H-].[H-].[H-].[H-].[Li+].[Al+3].[CH:7]1([C:16]([N:18]2[CH2:23][CH:22]=[C:21]([C:24]3[C:32]4[C:27](=[CH:28][CH:29]=[CH:30][CH:31]=4)[NH:26][CH:25]=3)[CH2:20][CH2:19]2)=O)[C:15]2[C:10](=[CH:11][CH:12]=[CH:13][CH:14]=2)[CH2:9][CH2:8]1. Product: [CH:7]1([CH2:16][N:18]2[CH2:19][CH:20]=[C:21]([C:24]3[C:32]4[C:27](=[CH:28][CH:29]=[CH:30][CH:31]=4)[NH:26][CH:25]=3)[CH2:22][CH2:23]2)[C:15]2[C:10](=[CH:11][CH:12]=[CH:13][CH:14]=2)[CH2:9][CH2:8]1. The catalyst class is: 1. (2) Reactant: [F:1][CH2:2][CH2:3][NH:4][C:5]([C:7]1[C:11]2=[N:12][CH:13]=[CH:14][CH:15]=[C:10]2[NH:9][CH:8]=1)=[O:6].C(=O)([O-])[O-].[K+].[K+].Br[CH2:23][C:24]1[C:29]([F:30])=[C:28]([F:31])[CH:27]=[CH:26][C:25]=1[O:32][CH3:33]. Product: [F:30][C:29]1[C:28]([F:31])=[CH:27][CH:26]=[C:25]([O:32][CH3:33])[C:24]=1[CH2:23][N:9]1[C:10]2[C:11](=[N:12][CH:13]=[CH:14][CH:15]=2)[C:7]([C:5]([NH:4][CH2:3][CH2:2][F:1])=[O:6])=[CH:8]1. The catalyst class is: 3. (3) Reactant: [C:1]([C:3]1[CH:4]=[C:5]([CH2:10][CH2:11][C:12]2([NH:32]C(=O)OCC3C=CC=CC=3)[CH2:17][CH2:16][N:15]([C:18](=[O:31])[CH2:19][C:20]3[CH:25]=[CH:24][C:23]([N:26]4[CH:30]=[N:29][N:28]=[N:27]4)=[CH:22][CH:21]=3)[CH2:14][CH2:13]2)[CH:6]=[CH:7][C:8]=1[F:9])#[N:2]. Product: [C:1]([C:3]1[CH:4]=[C:5]([CH2:10][CH2:11][C:12]2([NH2:32])[CH2:17][CH2:16][N:15]([C:18](=[O:31])[CH2:19][C:20]3[CH:25]=[CH:24][C:23]([N:26]4[CH:30]=[N:29][N:28]=[N:27]4)=[CH:22][CH:21]=3)[CH2:14][CH2:13]2)[CH:6]=[CH:7][C:8]=1[F:9])#[N:2]. The catalyst class is: 29. (4) Reactant: [O:1]1CCO[CH:2]1[C:6]1[CH:7]=[C:8]([CH:19]=[CH:20][C:21]=1[F:22])[CH2:9][N:10]1[CH2:15][CH2:14][N:13]([CH:16]([CH3:18])[CH3:17])[CH2:12][CH2:11]1.Cl. Product: [F:22][C:21]1[CH:20]=[CH:19][C:8]([CH2:9][N:10]2[CH2:11][CH2:12][N:13]([CH:16]([CH3:18])[CH3:17])[CH2:14][CH2:15]2)=[CH:7][C:6]=1[CH:2]=[O:1]. The catalyst class is: 2. (5) Reactant: [Cl:1][CH2:2][C:3]([C:5]1[CH:10]=[CH:9][CH:8]=[CH:7][CH:6]=1)=[O:4].[O:11]=[C:12]([O:30][C@@H:31]1[CH:36]2[CH2:37][CH2:38][N:33]([CH2:34][CH2:35]2)[CH2:32]1)[CH:13]([NH:20][C:21]1[CH:22]=[C:23]([CH:27]=[CH:28][CH:29]=1)[C:24]([OH:26])=[O:25])[C:14]1[CH:19]=[CH:18][CH:17]=[CH:16][CH:15]=1. Product: [Cl-:1].[C:24]([C:23]1[CH:22]=[C:21]([NH:20][CH:13]([C:14]2[CH:19]=[CH:18][CH:17]=[CH:16][CH:15]=2)[C:12]([O:30][C@@H:31]2[CH:36]3[CH2:37][CH2:38][N+:33]([CH2:2][C:3](=[O:4])[C:5]4[CH:10]=[CH:9][CH:8]=[CH:7][CH:6]=4)([CH2:34][CH2:35]3)[CH2:32]2)=[O:11])[CH:29]=[CH:28][CH:27]=1)([OH:26])=[O:25]. The catalyst class is: 444. (6) Reactant: [NH2:1][CH2:2][CH2:3][N:4](CC1C=CC=CC=1)[C:5]1[CH:10]=[CH:9][C:8]([C@H:11]2[CH2:15][CH2:14][CH2:13][C@H:12]2[NH:16][S:17]([CH:20]([CH3:22])[CH3:21])(=[O:19])=[O:18])=[CH:7][CH:6]=1.C1CCN2C(=NCCC2)CC1.[CH:41]([S:44](Cl)(=[O:46])=[O:45])(C)C. Product: [CH3:21][CH:20]([S:17]([NH:16][C@H:12]1[CH2:13][CH2:14][CH2:15][C@H:11]1[C:8]1[CH:9]=[CH:10][C:5]([NH:4][CH2:3][CH2:2][NH:1][S:44]([CH3:41])(=[O:46])=[O:45])=[CH:6][CH:7]=1)(=[O:19])=[O:18])[CH3:22]. The catalyst class is: 2. (7) Reactant: [C:1]([O:5][C:6]([N:8]1[CH2:13][CH2:12][N:11]([C:14]2[CH:19]=[CH:18][C:17]([NH2:20])=[CH:16][CH:15]=2)[CH2:10][CH2:9]1)=[O:7])([CH3:4])([CH3:3])[CH3:2].C(N(C(C)C)CC)(C)C.Cl[C:31](Cl)([O:33]C(=O)OC(Cl)(Cl)Cl)Cl.[CH2:42]([O:44][C:45]1[CH:51]=[CH:50][C:49]([CH3:52])=[CH:48][C:46]=1[NH2:47])[CH3:43]. Product: [C:1]([O:5][C:6]([N:8]1[CH2:13][CH2:12][N:11]([C:14]2[CH:15]=[CH:16][C:17]([NH:20][C:31]([NH:47][C:46]3[CH:48]=[C:49]([CH3:52])[CH:50]=[CH:51][C:45]=3[O:44][CH2:42][CH3:43])=[O:33])=[CH:18][CH:19]=2)[CH2:10][CH2:9]1)=[O:7])([CH3:4])([CH3:2])[CH3:3]. The catalyst class is: 4.